Task: Predict the reactants needed to synthesize the given product.. Dataset: Full USPTO retrosynthesis dataset with 1.9M reactions from patents (1976-2016) (1) Given the product [Cl:1][C:2]1[C:3]([NH:19][C:22](=[O:31])[O:16][C:12]([CH3:15])([CH3:14])[CH3:13])=[CH:7][C:8]([F:11])=[CH:9][N:10]=1, predict the reactants needed to synthesize it. The reactants are: [Cl:1][C:2]1[N:10]=[CH:9][C:8]([F:11])=[CH:7][C:3]=1C(O)=O.[C:12]([OH:16])([CH3:15])([CH3:14])[CH3:13].C([N:19]([CH2:22]C)CC)C.C1(P(N=[N+]=[N-])(C2C=CC=CC=2)=[O:31])C=CC=CC=1. (2) Given the product [Cl:1][C:2]1[N:7]=[C:6]([O:8][CH3:9])[C:5]([C:10]2([CH3:18])[CH2:15][CH2:16][NH:17][C:11]2=[O:12])=[CH:4][CH:3]=1, predict the reactants needed to synthesize it. The reactants are: [Cl:1][C:2]1[N:7]=[C:6]([O:8][CH3:9])[C:5]([C:10]([CH3:18])([CH2:15][C:16]#[N:17])[C:11](OC)=[O:12])=[CH:4][CH:3]=1.[H][H].